This data is from hERG Central: cardiac toxicity at 1µM, 10µM, and general inhibition. The task is: Predict hERG channel inhibition at various concentrations. The drug is COc1ccc(CNC(=O)CN(C)Cc2ccc(SC)cc2)cc1. Results: hERG_inhib (hERG inhibition (general)): blocker.